From a dataset of Full USPTO retrosynthesis dataset with 1.9M reactions from patents (1976-2016). Predict the reactants needed to synthesize the given product. (1) Given the product [F:37][C:33]1[CH:32]=[C:31]([CH:36]=[CH:35][CH:34]=1)[CH2:30][C:27]1[CH:28]=[CH:29][C:24]([C:23]([NH:22][CH2:21][CH2:20][C:14]2[C:13]3[C:17](=[CH:18][CH:19]=[C:11]([C:1]4[CH:6]=[CH:5][CH:4]=[CH:3][CH:2]=4)[CH:12]=3)[NH:16][CH:15]=2)=[O:38])=[CH:25][CH:26]=1, predict the reactants needed to synthesize it. The reactants are: [C:1]1(B(O)O)[CH:6]=[CH:5][CH:4]=[CH:3][CH:2]=1.Br[C:11]1[CH:12]=[C:13]2[C:17](=[CH:18][CH:19]=1)[NH:16][CH:15]=[C:14]2[CH2:20][CH2:21][NH:22][C:23](=[O:38])[C:24]1[CH:29]=[CH:28][C:27]([CH2:30][C:31]2[CH:36]=[CH:35][CH:34]=[C:33]([F:37])[CH:32]=2)=[CH:26][CH:25]=1.C(=O)([O-])[O-].[Na+].[Na+]. (2) Given the product [CH3:23][N:24]1[CH2:29][CH2:28][CH:27]([C:30]([NH:1][C:2]2[CH:7]=[CH:6][C:5]([CH2:8][CH2:9][CH2:10][CH2:11][C:12]3[CH:13]=[CH:14][C:15]([CH2:18][C:19]([O:21][CH3:22])=[O:20])=[CH:16][CH:17]=3)=[CH:4][CH:3]=2)=[O:31])[CH2:26][CH2:25]1, predict the reactants needed to synthesize it. The reactants are: [NH2:1][C:2]1[CH:7]=[CH:6][C:5]([CH2:8][CH2:9][CH2:10][CH2:11][C:12]2[CH:17]=[CH:16][C:15]([CH2:18][C:19]([O:21][CH3:22])=[O:20])=[CH:14][CH:13]=2)=[CH:4][CH:3]=1.[CH3:23][N:24]1[CH2:29][CH2:28][CH:27]([C:30](O)=[O:31])[CH2:26][CH2:25]1.CCN(CC)CC.C1C=CC2N(O)N=NC=2C=1. (3) Given the product [CH3:1][O:2][C:3]1[CH:12]=[C:7]2[C:6](=[CH:5][C:4]=1[O:14][CH2:15][CH2:16][CH2:17][Cl:18])[N:13]=[CH:29][NH:28][C:8]2=[O:9], predict the reactants needed to synthesize it. The reactants are: [CH3:1][O:2][C:3]1[CH:12]=[C:7]([C:8](OC)=[O:9])[C:6]([NH2:13])=[CH:5][C:4]=1[O:14][CH2:15][CH2:16][CH2:17][Cl:18].C([O-])([O-])OC.C([O-])(=O)C.[NH4+:28].[CH3:29]O. (4) Given the product [C:16]([C:12]1[C:11]([F:20])=[CH:10][C:9]([O:8][CH2:7][C:6]([OH:21])=[O:5])=[CH:14][C:13]=1[F:15])([CH3:19])([CH3:17])[CH3:18], predict the reactants needed to synthesize it. The reactants are: C([O:5][C:6](=[O:21])[CH2:7][O:8][C:9]1[CH:14]=[C:13]([F:15])[C:12]([C:16]([CH3:19])([CH3:18])[CH3:17])=[C:11]([F:20])[CH:10]=1)(C)(C)C.C(O)(C(F)(F)F)=O. (5) The reactants are: [C:1]1([CH3:23])[CH:6]=[CH:5][C:4]([S:7]([C:10]2[CH:15]=[CH:14][C:13]([N:16]3[CH2:21][CH2:20][C:19](=O)[CH2:18][CH2:17]3)=[CH:12][CH:11]=2)(=[O:9])=[O:8])=[CH:3][CH:2]=1.[NH2:24][CH2:25][C@@H:26]([C:28]1[CH:29]=[CH:30][C:31]([OH:39])=[C:32]([NH:34][S:35]([CH3:38])(=[O:37])=[O:36])[CH:33]=1)[OH:27]. Given the product [OH:39][C:31]1[CH:30]=[CH:29][C:28]([CH:26]([OH:27])[CH2:25][NH:24][CH:19]2[CH2:20][CH2:21][N:16]([C:13]3[CH:12]=[CH:11][C:10]([S:7]([C:4]4[CH:5]=[CH:6][C:1]([CH3:23])=[CH:2][CH:3]=4)(=[O:8])=[O:9])=[CH:15][CH:14]=3)[CH2:17][CH2:18]2)=[CH:33][C:32]=1[NH:34][S:35]([CH3:38])(=[O:37])=[O:36], predict the reactants needed to synthesize it.